Dataset: Reaction yield outcomes from USPTO patents with 853,638 reactions. Task: Predict the reaction yield, written as a fraction of the theoretical maximum amount of product (1.0 means a 100% yield; for example, 0.34 means a 34% yield). (1) The product is [C:1]([O:5][C:6]([N:8]1[C@@H:13]([C@@H:14]([OH:40])[C@@H:15]([NH2:25])[CH2:16][C:17]2[CH:18]=[C:19]([F:24])[CH:20]=[C:21]([F:23])[CH:22]=2)[CH2:12][O:11][C@@H:10]([O:48][CH2:49][C:50]([CH3:53])([CH3:52])[CH3:51])[CH2:9]1)=[O:7])([CH3:2])([CH3:4])[CH3:3]. The reactants are [C:1]([O:5][C:6]([N:8]1[C@@H:13]([C@@H:14]([O:40]CC2C=CC=CC=2)[C@@H:15]([N:25](CC2C=CC=CC=2)CC2C=CC=CC=2)[CH2:16][C:17]2[CH:22]=[C:21]([F:23])[CH:20]=[C:19]([F:24])[CH:18]=2)[CH2:12][O:11][C@@H:10]([O:48][CH2:49][C:50]([CH3:53])([CH3:52])[CH3:51])[CH2:9]1)=[O:7])([CH3:4])([CH3:3])[CH3:2].[H][H]. The yield is 0.900. The catalyst is C(OCC)(=O)C.[OH-].[OH-].[Pd+2]. (2) The reactants are [C:9](O[C:9]([O:11][C:12]([CH3:15])([CH3:14])[CH3:13])=[O:10])([O:11][C:12]([CH3:15])([CH3:14])[CH3:13])=[O:10].C(N(CC)CC)C.Cl.[Cl:24][C:25]1[CH:30]=[CH:29][CH:28]=[CH:27][C:26]=1[NH:31][NH2:32]. The catalyst is CO.C(OC(OC(C)(C)C)=O)(OC(C)(C)C)=O. The product is [C:12]([O:11][C:9]([NH:32][NH:31][C:26]1[CH:27]=[CH:28][CH:29]=[CH:30][C:25]=1[Cl:24])=[O:10])([CH3:13])([CH3:14])[CH3:15]. The yield is 0.830. (3) The reactants are [Br:1][C:2]1[CH:7]=[C:6]([F:8])[CH:5]=[CH:4][C:3]=1[CH:9]1[C:14]([C:15]([O:17][CH2:18][CH3:19])=[O:16])=[C:13]([CH2:20]Br)[NH:12][C:11]([C:22]2[O:23][CH:24]=[CH:25][CH:26]=2)=[N:10]1.[NH:27]1[CH2:32][CH2:31][O:30][CH2:29][CH:28]1[C:33]([OH:35])=[O:34]. No catalyst specified. The product is [Br:1][C:2]1[CH:7]=[C:6]([F:8])[CH:5]=[CH:4][C:3]=1[CH:9]1[N:10]=[C:11]([C:22]2[O:23][CH:24]=[CH:25][CH:26]=2)[NH:12][C:13]([CH2:20][N:27]2[CH2:32][CH2:31][O:30][CH2:29][CH:28]2[C:33]([OH:35])=[O:34])=[C:14]1[C:15]([O:17][CH2:18][CH3:19])=[O:16]. The yield is 0.380.